From a dataset of Catalyst prediction with 721,799 reactions and 888 catalyst types from USPTO. Predict which catalyst facilitates the given reaction. Reactant: Cl[C:2]1[C:7]2[C:8](=[O:22])[C:9]3[CH:10]=[C:11]([C:16]4[CH:17]=[N:18][CH:19]=[N:20][CH:21]=4)[CH:12]=[CH:13][C:14]=3[O:15][C:6]=2[CH:5]=[CH:4][N:3]=1.[CH3:23][C:24]([CH3:29])([CH3:28])[CH2:25][CH2:26][OH:27].C(=O)([O-])[O-].[Cs+].[Cs+]. Product: [CH3:23][C:24]([CH3:29])([CH3:28])[CH2:25][CH2:26][O:27][C:2]1[C:7]2[C:8](=[O:22])[C:9]3[CH:10]=[C:11]([C:16]4[CH:17]=[N:18][CH:19]=[N:20][CH:21]=4)[CH:12]=[CH:13][C:14]=3[O:15][C:6]=2[CH:5]=[CH:4][N:3]=1. The catalyst class is: 10.